This data is from Forward reaction prediction with 1.9M reactions from USPTO patents (1976-2016). The task is: Predict the product of the given reaction. (1) Given the reactants C(N(CC)CC)C.[CH3:8][NH:9][C:10]1([C:15]#[N:16])[CH2:14][CH2:13][CH2:12][CH2:11]1.[Cl:17][C:18]1[C:25]([CH3:26])=[C:24]([N:27]=[C:28]=[O:29])[CH:23]=[CH:22][C:19]=1[C:20]#[N:21], predict the reaction product. The product is: [Cl:17][C:18]1[C:25]([CH3:26])=[C:24]([N:27]2[C:15](=[NH:16])[C:10]3([CH2:14][CH2:13][CH2:12][CH2:11]3)[N:9]([CH3:8])[C:28]2=[O:29])[CH:23]=[CH:22][C:19]=1[C:20]#[N:21]. (2) The product is: [NH2:19][C:18]([NH:1][C:2]1[C:3]([C:14]([NH2:16])=[O:15])=[N:4][N:5]([C:7]2[CH:8]=[CH:9][C:10]([Br:13])=[CH:11][CH:12]=2)[CH:6]=1)=[O:17]. Given the reactants [NH2:1][C:2]1[C:3]([C:14]([NH2:16])=[O:15])=[N:4][N:5]([C:7]2[CH:12]=[CH:11][C:10]([Br:13])=[CH:9][CH:8]=2)[CH:6]=1.[O-:17][C:18]#[N:19].[Na+], predict the reaction product. (3) Given the reactants [C:1]1(=[O:8])[CH:6]=[CH:5][C:4](=[O:7])C=[CH:2]1.[CH:9]([Cl:12])(Cl)Cl.S(Cl)([Cl:16])(=O)=O.OS(O)(=O)=O, predict the reaction product. The product is: [Cl:16][C:2]1[C:1](=[O:8])[CH:6]=[CH:5][C:4](=[O:7])[C:9]=1[Cl:12]. (4) Given the reactants [NH:1]1[CH:5]=[CH:4][N:3]=[C:2]1[CH:6]=[O:7].CN1CCCC1=O.Cl[CH2:16][C:17]([O:19][CH2:20][CH3:21])=[O:18].C(=O)([O-])[O-].[K+].[K+], predict the reaction product. The product is: [CH:6]([C:2]1[N:1]([CH2:16][C:17]([O:19][CH2:20][CH3:21])=[O:18])[CH:5]=[CH:4][N:3]=1)=[O:7]. (5) Given the reactants [C:1]([O:5][C:6]([NH:8][CH:9]([C:11]1[C:20]([C:21]2[CH:26]=[CH:25][CH:24]=[CH:23][N:22]=2)=[C:19]([C:27]([OH:29])=O)[C:18]2[C:13](=[N:14][CH:15]=[CH:16][CH:17]=2)[N:12]=1)[CH3:10])=[O:7])([CH3:4])([CH3:3])[CH3:2].C1C[N:33]([P+](ON2N=NC3C=CC=CC2=3)(N2CCCC2)N2CCCC2)[CH2:32]C1.F[P-](F)(F)(F)(F)F.CN.C(N(C(C)C)C(C)C)C, predict the reaction product. The product is: [CH3:32][NH:33][C:27]([C:19]1[C:18]2[C:13](=[N:14][CH:15]=[CH:16][CH:17]=2)[N:12]=[C:11]([CH:9]([NH:8][C:6](=[O:7])[O:5][C:1]([CH3:3])([CH3:2])[CH3:4])[CH3:10])[C:20]=1[C:21]1[CH:26]=[CH:25][CH:24]=[CH:23][N:22]=1)=[O:29]. (6) Given the reactants C([O:3][C:4]([C:6]1[CH:7]=[N:8][N:9]([C:11]2[CH:16]=[CH:15][C:14]([S:17]([CH3:20])(=[O:19])=[O:18])=[CH:13][CH:12]=2)[CH:10]=1)=O)C.[H-].[H-].[H-].[H-].[Li+].[Al+3], predict the reaction product. The product is: [CH3:20][S:17]([C:14]1[CH:13]=[CH:12][C:11]([N:9]2[CH:10]=[C:6]([CH2:4][OH:3])[CH:7]=[N:8]2)=[CH:16][CH:15]=1)(=[O:18])=[O:19]. (7) Given the reactants [Br:1][C:2]1[CH:7]=[CH:6][C:5]([CH:8]2[CH2:11][N:10]([C:12]([C:14]3[CH:15]=[CH:16][C:17]([CH3:30])=[C:18]([NH:20][C:21](=[O:29])[C:22]4[CH:27]=[CH:26][C:25](Cl)=[N:24][CH:23]=4)[CH:19]=3)=[O:13])[CH2:9]2)=[CH:4][CH:3]=1.[CH:31]([NH2:34])([CH3:33])[CH3:32], predict the reaction product. The product is: [Br:1][C:2]1[CH:7]=[CH:6][C:5]([CH:8]2[CH2:11][N:10]([C:12]([C:14]3[CH:15]=[CH:16][C:17]([CH3:30])=[C:18]([NH:20][C:21](=[O:29])[C:22]4[CH:27]=[CH:26][C:25]([NH:34][CH:31]([CH3:33])[CH3:32])=[N:24][CH:23]=4)[CH:19]=3)=[O:13])[CH2:9]2)=[CH:4][CH:3]=1. (8) Given the reactants CO[C:3]1C=C2C(=C[CH:11]=1)N(C1C=CC(O)=CC=1)C(COC)=C2.[CH2:22]([O:29][C:30]1[CH:35]=[CH:34][C:33]([N:36]2[C:44]3[C:39](=[CH:40][C:41]([O:45][CH3:46])=[CH:42][CH:43]=3)[CH:38]=[C:37]2COC)=[CH:32][CH:31]=1)[C:23]1[CH:28]=[CH:27][CH:26]=[CH:25][CH:24]=1.[CH:50]([O-:52])=[O:51].[NH4+].ClCCCN1CCCC1.[H-].[Na+].[I-].[Na+], predict the reaction product. The product is: [CH2:3]([O:51][C:50]([C:37]1[N:36]([C:33]2[CH:32]=[CH:31][C:30]([O:29][CH2:22][C:23]3[CH:24]=[CH:25][CH:26]=[CH:27][CH:28]=3)=[CH:35][CH:34]=2)[C:44]2[C:39]([CH:38]=1)=[CH:40][C:41]([O:45][CH3:46])=[CH:42][CH:43]=2)=[O:52])[CH3:11].